Dataset: Peptide-MHC class II binding affinity with 134,281 pairs from IEDB. Task: Regression. Given a peptide amino acid sequence and an MHC pseudo amino acid sequence, predict their binding affinity value. This is MHC class II binding data. The peptide sequence is HSNWRAMASDFNLPP. The MHC is DRB1_1501 with pseudo-sequence DRB1_1501. The binding affinity (normalized) is 0.